From a dataset of Full USPTO retrosynthesis dataset with 1.9M reactions from patents (1976-2016). Predict the reactants needed to synthesize the given product. (1) Given the product [Br:1][C:2]1[CH:7]=[CH:6][CH:5]=[C:4]([N:8]2[CH2:9][CH2:10][CH:15]([OH:14])[CH2:12][CH2:13]2)[N:3]=1, predict the reactants needed to synthesize it. The reactants are: [Br:1][C:2]1[CH:7]=[CH:6][CH:5]=[C:4]([N:8]2[CH2:13][CH2:12]O[CH2:10][CH2:9]2)[N:3]=1.[OH:14][CH:15]1CCNCC1. (2) The reactants are: Cl.[CH:2]([O:5][C:6](=[O:10])[C@@H:7]([CH3:9])[NH2:8])([CH3:4])[CH3:3].CCN(CC)CC.[P:18](Cl)(Cl)([O:20][C:21]1[CH:26]=[CH:25][CH:24]=[CH:23][CH:22]=1)=[O:19].[F:29][C:30]1[C:35]([F:36])=[C:34]([F:37])[C:33]([F:38])=[C:32]([F:39])[C:31]=1[OH:40]. Given the product [F:29][C:30]1[C:35]([F:36])=[C:34]([F:37])[C:33]([F:38])=[C:32]([F:39])[C:31]=1[O:40][P:18]([NH:8][C@H:7]([CH3:9])[C:6]([O:5][CH:2]([CH3:4])[CH3:3])=[O:10])([O:20][C:21]1[CH:26]=[CH:25][CH:24]=[CH:23][CH:22]=1)=[O:19], predict the reactants needed to synthesize it. (3) Given the product [CH3:1][C:2]1[CH:7]=[C:6]([C:8]2[C:13]([CH3:14])=[CH:12][C:11]([CH2:15][C:16]([OH:18])=[O:17])=[CH:10][N:9]=2)[CH:5]=[CH:4][N:3]=1, predict the reactants needed to synthesize it. The reactants are: [CH3:1][C:2]1[CH:7]=[C:6]([C:8]2[C:13]([CH3:14])=[CH:12][C:11]([CH:15](C(OCC)=O)[C:16]([O:18]CC)=[O:17])=[CH:10][N:9]=2)[CH:5]=[CH:4][N:3]=1.[OH-].[Na+].Cl. (4) Given the product [CH3:28][C:20]1[N:21]=[C:22]([NH:24][C:25](=[O:27])[CH3:26])[S:23][C:19]=1[C:17]1[S:18][CH:14]=[CH:15][CH:16]=1, predict the reactants needed to synthesize it. The reactants are: IC1SC(NC(=O)C)=NC=1C.C([C:14]1[S:18][C:17]([C:19]2[S:23][C:22]([NH:24][C:25](=[O:27])[CH3:26])=[N:21][C:20]=2[CH3:28])=[CH:16][CH:15]=1)=O.C([Sn](CCCC)(CCCC)C1SC=CC=1)CCC. (5) Given the product [CH:1]1([CH2:7][O:8][C:9]2[CH:14]=[CH:13][N:12]=[C:11]([C:15](=[O:17])[CH2:19][C:20]#[N:21])[N:10]=2)[CH2:2][CH2:3][CH2:4][CH2:5][CH2:6]1, predict the reactants needed to synthesize it. The reactants are: [CH:1]1([CH2:7][O:8][C:9]2[CH:14]=[CH:13][N:12]=[C:11]([C:15]([O:17]C)=O)[N:10]=2)[CH2:6][CH2:5][CH2:4][CH2:3][CH2:2]1.[CH3:19][C:20]#[N:21]. (6) Given the product [O:9]1[CH2:10][C@H:8]1[CH2:7][O:6][C:5]1[CH:11]=[CH:12][CH:13]=[CH:14][C:4]=1[NH:1][C:17](=[O:19])[CH3:18], predict the reactants needed to synthesize it. The reactants are: [N+:1]([C:4]1[CH:14]=[CH:13][CH:12]=[CH:11][C:5]=1[O:6][CH2:7][C@@H:8]1[CH2:10][O:9]1)([O-])=O.[H][H].[C:17](OC(=O)C)(=[O:19])[CH3:18].C(N(C(C)C)C(C)C)C. (7) Given the product [Cl:1][C:2]1[CH:3]=[CH:4][C:5]([C:8]2[N:12]([CH:13]3[CH2:14][CH2:15]3)[C:11](=[O:16])[N:10]([CH:17]([CH3:21])[C:18]([NH:34][C@H:32]([C:22]3[C:31]4[C:26](=[CH:27][CH:28]=[CH:29][CH:30]=4)[CH:25]=[CH:24][CH:23]=3)[CH3:33])=[O:20])[N:9]=2)=[CH:6][CH:7]=1, predict the reactants needed to synthesize it. The reactants are: [Cl:1][C:2]1[CH:7]=[CH:6][C:5]([C:8]2[N:12]([CH:13]3[CH2:15][CH2:14]3)[C:11](=[O:16])[N:10]([CH:17]([CH3:21])[C:18]([OH:20])=O)[N:9]=2)=[CH:4][CH:3]=1.[C:22]1([C@@H:32]([NH2:34])[CH3:33])[C:31]2[C:26](=[CH:27][CH:28]=[CH:29][CH:30]=2)[CH:25]=[CH:24][CH:23]=1.C1C=CC2N(O)N=NC=2C=1.CCN=C=NCCCN(C)C.Cl.